This data is from Reaction yield outcomes from USPTO patents with 853,638 reactions. The task is: Predict the reaction yield, written as a fraction of the theoretical maximum amount of product (1.0 means a 100% yield; for example, 0.34 means a 34% yield). (1) The reactants are [CH3:1][NH:2][C@H:3]([CH3:33])[CH2:4][O:5][C:6]1[CH:15]=[CH:14][CH:13]=[C:12]2[C:7]=1[C:8]([NH:16][C:17]1[CH:18]=[C:19]3[C:23](=[CH:24][CH:25]=1)[N:22]([CH2:26][C:27]1[CH:32]=[CH:31][CH:30]=[CH:29][N:28]=1)[CH:21]=[CH:20]3)=[N:9][CH:10]=[N:11]2.[C:34]([OH:38])(=O)[CH2:35][OH:36].C(N(C(C)C)CC)(C)C.CN(C(ON1N=NC2C=CC=NC1=2)=[N+](C)C)C.F[P-](F)(F)(F)(F)F. The catalyst is CN(C=O)C. The product is [OH:36][CH2:35][C:34]([N:2]([CH3:1])[C@H:3]([CH3:33])[CH2:4][O:5][C:6]1[CH:15]=[CH:14][CH:13]=[C:12]2[C:7]=1[C:8]([NH:16][C:17]1[CH:18]=[C:19]3[C:23](=[CH:24][CH:25]=1)[N:22]([CH2:26][C:27]1[CH:32]=[CH:31][CH:30]=[CH:29][N:28]=1)[CH:21]=[CH:20]3)=[N:9][CH:10]=[N:11]2)=[O:38]. The yield is 0.640. (2) The reactants are [NH2:1][CH:2]([C:27]1[CH:32]=[CH:31][CH:30]=[CH:29][CH:28]=1)[CH2:3][C:4]([NH:6][CH2:7][C@H:8]1[CH2:13][CH2:12][C@H:11]([C:14]([N:16]2[CH2:21][CH2:20][N:19]([C:22](=[O:26])[CH:23]([CH3:25])[CH3:24])[CH2:18][CH2:17]2)=[O:15])[CH2:10][CH2:9]1)=[O:5].[CH2:33]([O:35]CC)C. The catalyst is CC#N. The product is [C:22]([N:19]1[CH2:20][CH2:21][N:16]([C:14]([C@H:11]2[CH2:12][CH2:13][C@H:8]([CH2:7][N:6]3[C:4](=[O:5])[CH2:3][CH:2]([C:27]4[CH:28]=[CH:29][CH:30]=[CH:31][CH:32]=4)[NH:1][C:33]3=[O:35])[CH2:9][CH2:10]2)=[O:15])[CH2:17][CH2:18]1)(=[O:26])[CH:23]([CH3:25])[CH3:24]. The yield is 0.220. (3) The reactants are [C:1]([O:5][C:6]([N:8]1[CH2:12][C@H:11]([OH:13])[CH2:10][C@@H:9]1[C:14]([OH:16])=[O:15])=[O:7])([CH3:4])([CH3:3])[CH3:2].N1C=CN=C1.CN(C1C=CC=CN=1)C.[Si:31](Cl)([C:34]([CH3:37])([CH3:36])[CH3:35])([CH3:33])[CH3:32]. The catalyst is CN(C=O)C.CCOC(C)=O. The product is [C:1]([O:5][C:6]([N:8]1[CH2:12][C@H:11]([O:13][Si:31]([C:34]([CH3:37])([CH3:36])[CH3:35])([CH3:33])[CH3:32])[CH2:10][C@@H:9]1[C:14]([OH:16])=[O:15])=[O:7])([CH3:4])([CH3:2])[CH3:3]. The yield is 0.840. (4) The reactants are [Cl:1][C:2]1[CH:24]=[CH:23][C:5]([CH2:6][N:7]2[C:12](=[O:13])[CH:11]=[CH:10][C:9]([C:14]3[CH:19]=[CH:18][C:17]([CH2:20][C:21]#[N:22])=[CH:16][CH:15]=3)=[CH:8]2)=[CH:4][CH:3]=1.C([Sn](=O)CCCC)CCC.[N:35]([Si](C)(C)C)=[N+:36]=[N-:37]. The catalyst is C1(C)C=CC=CC=1.C(OC(C)C)(C)C. The product is [N:22]1[NH:35][N:36]=[N:37][C:21]=1[CH2:20][C:17]1[CH:18]=[CH:19][C:14]([C:9]2[CH:10]=[CH:11][C:12](=[O:13])[N:7]([CH2:6][C:5]3[CH:23]=[CH:24][C:2]([Cl:1])=[CH:3][CH:4]=3)[CH:8]=2)=[CH:15][CH:16]=1. The yield is 0.390. (5) The reactants are N[C:2]1[C:10]2[C:5](=[CH:6][CH:7]=[CH:8][CH:9]=2)[NH:4][N:3]=1.CC[N:13](C(C)C)C(C)C.[CH3:20][C:21]([O:24][C:25]([O:27]C(OC(C)(C)C)=O)=O)([CH3:23])[CH3:22]. The product is [NH:4]1[C:5]2[C:10](=[CH:9][C:8]([NH:13][C:25](=[O:27])[O:24][C:21]([CH3:23])([CH3:22])[CH3:20])=[CH:7][CH:6]=2)[CH:2]=[N:3]1. The yield is 0.940. The catalyst is CN(C=O)C.O. (6) The reactants are FC(F)(F)C(O)=O.[CH:8]1([NH:11][C:12]([NH:14][C:15]2[CH:20]=[CH:19][C:18]([C:21]3[N:22]=[C:23]([N:31]4[CH2:36][CH2:35][O:34][CH2:33][C@@H:32]4[CH3:37])[C:24]4[CH2:30][CH2:29][NH:28][CH2:27][C:25]=4[N:26]=3)=[CH:17][CH:16]=2)=[O:13])[CH2:10][CH2:9]1.CCN(C(C)C)C(C)C.[CH:47]1([C:50](Cl)=[O:51])[CH2:49][CH2:48]1. The catalyst is C(Cl)Cl. The product is [CH:47]1([C:50]([N:28]2[CH2:29][CH2:30][C:24]3[C:23]([N:31]4[CH2:36][CH2:35][O:34][CH2:33][C@@H:32]4[CH3:37])=[N:22][C:21]([C:18]4[CH:17]=[CH:16][C:15]([NH:14][C:12]([NH:11][CH:8]5[CH2:9][CH2:10]5)=[O:13])=[CH:20][CH:19]=4)=[N:26][C:25]=3[CH2:27]2)=[O:51])[CH2:49][CH2:48]1. The yield is 0.580. (7) The reactants are Br.[NH2:2][C:3]1[CH:8]=[CH:7][N:6]2[CH:9]=[C:10]([C:12]3[CH:13]=[C:14]([OH:18])[CH:15]=[CH:16][CH:17]=3)[N:11]=[C:5]2[N:4]=1.Br[CH2:20][CH2:21][F:22].C([O-])([O-])=O.[Cs+].[Cs+].O. The catalyst is CN(C=O)C. The product is [F:22][CH2:21][CH2:20][O:18][C:14]1[CH:13]=[C:12]([C:10]2[N:11]=[C:5]3[N:4]=[C:3]([NH2:2])[CH:8]=[CH:7][N:6]3[CH:9]=2)[CH:17]=[CH:16][CH:15]=1. The yield is 0.210.